This data is from Full USPTO retrosynthesis dataset with 1.9M reactions from patents (1976-2016). The task is: Predict the reactants needed to synthesize the given product. (1) Given the product [Cl:1][C:2]1[CH:3]=[C:4]([C:9]2[O:13][C:12]([CH2:14][CH2:15][NH:16][C:17]([C:19]3[N:20]=[CH:21][N:22]([C:25]4[CH:30]=[CH:29][CH:28]=[CH:27][N:26]=4)[CH:23]=3)=[O:18])=[CH:11][CH:10]=2)[CH:5]=[CH:6][C:7]=1[Cl:8], predict the reactants needed to synthesize it. The reactants are: [Cl:1][C:2]1[CH:3]=[C:4]([C:9]2[O:13][C:12]([CH2:14][CH2:15][NH:16][C:17]([C:19]3[N:20]=[CH:21][NH:22][CH:23]=3)=[O:18])=[CH:11][CH:10]=2)[CH:5]=[CH:6][C:7]=1[Cl:8].Br[C:25]1[CH:30]=[CH:29][CH:28]=[CH:27][N:26]=1. (2) Given the product [CH:14]1([C:12]([C:6]2[CH:7]=[N:8][C:9]3[C:4]([C:5]=2[NH:17][C:18]2[CH:19]=[CH:20][C:21]([N:24]4[CH2:29][CH2:28][N:27]([C:30]([O:32][C:33]([CH3:34])([CH3:35])[CH3:36])=[O:31])[CH2:26][CH2:25]4)=[N:22][CH:23]=2)=[CH:3][C:2]([C:42]2[CH:43]=[C:38]([Cl:37])[C:39]([OH:54])=[C:40]([Cl:53])[CH:41]=2)=[CH:11][CH:10]=3)=[O:13])[CH2:15][CH2:16]1, predict the reactants needed to synthesize it. The reactants are: Br[C:2]1[CH:3]=[C:4]2[C:9](=[CH:10][CH:11]=1)[N:8]=[CH:7][C:6]([C:12]([CH:14]1[CH2:16][CH2:15]1)=[O:13])=[C:5]2[NH:17][C:18]1[CH:19]=[CH:20][C:21]([N:24]2[CH2:29][CH2:28][N:27]([C:30]([O:32][C:33]([CH3:36])([CH3:35])[CH3:34])=[O:31])[CH2:26][CH2:25]2)=[N:22][CH:23]=1.[Cl:37][C:38]1[CH:43]=[C:42](B2OC(C)(C)C(C)(C)O2)[CH:41]=[C:40]([Cl:53])[C:39]=1[OH:54]. (3) Given the product [N:3]1([CH2:9][CH2:10][O:11][C:13]2[N:18]=[CH:17][C:16]([C:19]#[N:20])=[CH:15][CH:14]=2)[CH2:8][CH2:7][O:6][CH2:5][CH2:4]1, predict the reactants needed to synthesize it. The reactants are: [H-].[Na+].[N:3]1([CH2:9][CH2:10][OH:11])[CH2:8][CH2:7][O:6][CH2:5][CH2:4]1.Cl[C:13]1[N:18]=[CH:17][C:16]([C:19]#[N:20])=[CH:15][CH:14]=1.C(=O)(O)[O-].[Na+]. (4) Given the product [F:1][C:2]1[CH:3]=[C:4]([C:14]2[NH:23][C:22](=[O:24])[C:21]3[C:16](=[CH:17][C:18]([O:27][CH3:28])=[C:19]([OH:25])[CH:20]=3)[N:15]=2)[CH:5]=[CH:6][C:7]=1[C:8]1[CH:9]=[CH:10][CH:11]=[CH:12][CH:13]=1, predict the reactants needed to synthesize it. The reactants are: [F:1][C:2]1[CH:3]=[C:4]([C:14]2[NH:23][C:22](=[O:24])[C:21]3[C:16](=[CH:17][C:18]([O:27][CH3:28])=[C:19]([O:25]C)[CH:20]=3)[N:15]=2)[CH:5]=[CH:6][C:7]=1[C:8]1[CH:13]=[CH:12][CH:11]=[CH:10][CH:9]=1.N[C@H](C(O)=O)CCSC. (5) Given the product [CH3:15][O:16][C:17]1[C:22]([N+:23]([O-:25])=[O:24])=[CH:21][C:20]([CH2:26][CH2:27][C:28]([OH:30])=[O:29])=[CH:19][C:18]=1[C:32]1[CH:41]=[CH:40][C:39]2[C:34](=[CH:35][CH:36]=[CH:37][CH:38]=2)[CH:33]=1, predict the reactants needed to synthesize it. The reactants are: FC1C=C(CCC(O)=O)C=CC=1OC.[CH3:15][O:16][C:17]1[C:22]([N+:23]([O-:25])=[O:24])=[CH:21][C:20]([CH2:26][CH2:27][C:28]([O:30]C)=[O:29])=[CH:19][C:18]=1[C:32]1[CH:41]=[CH:40][C:39]2[C:34](=[CH:35][CH:36]=[CH:37][CH:38]=2)[CH:33]=1.[OH-].[Na+].